This data is from Full USPTO retrosynthesis dataset with 1.9M reactions from patents (1976-2016). The task is: Predict the reactants needed to synthesize the given product. Given the product [Cl:25][C:14]1[CH:15]=[C:16]2[C:11](=[CH:12][CH:13]=1)[N:10]=[C:9]([N:26]1[CH2:27][CH2:28][CH2:29][CH2:30][CH2:31]1)[C:8]([C:6]([OH:7])=[O:5])=[C:17]2[C:18]1[CH:23]=[CH:22][CH:21]=[C:20]([Cl:24])[CH:19]=1, predict the reactants needed to synthesize it. The reactants are: C([O:5][C:6]([C:8]1[C:9]([N:26]2[CH2:31][CH2:30][CH2:29][CH2:28][CH2:27]2)=[N:10][C:11]2[C:16]([C:17]=1[C:18]1[CH:23]=[CH:22][CH:21]=[C:20]([Cl:24])[CH:19]=1)=[CH:15][C:14]([Cl:25])=[CH:13][CH:12]=2)=[O:7])(C)(C)C.Cl.